Dataset: Experimental lipophilicity measurements (octanol/water distribution) for 4,200 compounds from AstraZeneca. Task: Regression/Classification. Given a drug SMILES string, predict its absorption, distribution, metabolism, or excretion properties. Task type varies by dataset: regression for continuous measurements (e.g., permeability, clearance, half-life) or binary classification for categorical outcomes (e.g., BBB penetration, CYP inhibition). For this dataset (lipophilicity_astrazeneca), we predict Y. (1) The drug is COc1ccc(N2CCN(C(=O)[C@@H]3CCCC[C@H]3C(=O)NC3(C#N)CC3)CC2)cc1. The Y is 1.74 logD. (2) The molecule is Cc1ncsc1CCOCCCS(=O)(=O)CCNCCc1ccc(O)c2nc(O)sc12. The Y is 1.44 logD. (3) The compound is Cc1c(Cl)ccc(OC2CCN(C3CCN(C(=O)c4cccc(S(C)(=O)=O)c4)CC3)CC2)c1Cl. The Y is 3.33 logD. (4) The compound is COc1cc2ncnc(Nc3cc(Cl)ccc3F)c2cc1OCCCN1CCOCC1. The Y is 3.40 logD. (5) The Y is 2.88 logD. The drug is CN(C)CC1CCn2c(c(C3=C(c4cn(C)c5ccccc45)C(=O)NC3=O)c3ccccc32)C1. (6) The drug is CC(=O)Nc1ccc(CNc2[nH]nc3cccc(Oc4ccc(F)cc4)c23)cc1. The Y is 4.28 logD. (7) The drug is CSc1ncccc1C(=O)NCc1ccc(C)cc1. The Y is 2.71 logD. (8) The molecule is CC(C)C[C@H](NC(=O)N1CCOCC1)C(=O)NCC#N. The Y is 0.0800 logD. (9) The compound is NS(=O)(=O)c1cccc(Nc2nccc(Nc3c(Cl)ccc4c3OCO4)n2)c1. The Y is 2.97 logD. (10) The molecule is N[C@@H](Cc1c[nH]c2ccccc12)C(=O)O. The Y is -1.08 logD.